The task is: Predict the product of the given reaction.. This data is from Forward reaction prediction with 1.9M reactions from USPTO patents (1976-2016). (1) Given the reactants [Cl:1][C:2]1[CH:7]=[CH:6][C:5]([CH2:8][N:9]2[CH2:13][CH2:12][NH:11][C:10]2=[CH:14][N+:15]([O-:17])=[O:16])=[CH:4][N:3]=1.C(#N)C.[CH:21](=[O:30])[CH:22]=[CH:23][C:24]1[CH:29]=[CH:28][CH:27]=[CH:26][CH:25]=1, predict the reaction product. The product is: [Cl:1][C:2]1[N:3]=[CH:4][C:5]([CH2:8][N:9]2[C:10]3=[C:14]([N+:15]([O-:17])=[O:16])[CH:23]([C:24]4[CH:29]=[CH:28][CH:27]=[CH:26][CH:25]=4)[CH2:22][CH:21]([OH:30])[N:11]3[CH2:12][CH2:13]2)=[CH:6][CH:7]=1. (2) Given the reactants [C:1]([C:3]1[C:8]([C:9]2[N:13]([S:14]([C:17]3[CH:22]=[CH:21][CH:20]=[CH:19][CH:18]=3)(=[O:16])=[O:15])[CH:12]=[C:11]([CH2:23][N:24](C)[C:25](=O)OC(C)(C)C)[C:10]=2[F:33])=[CH:7][CH:6]=[CH:5][N:4]=1)#[N:2].C(OCC)(=O)C.[ClH:40], predict the reaction product. The product is: [ClH:40].[F:33][C:10]1[C:11]([CH2:23][NH:24][CH3:25])=[CH:12][N:13]([S:14]([C:17]2[CH:18]=[CH:19][CH:20]=[CH:21][CH:22]=2)(=[O:16])=[O:15])[C:9]=1[C:8]1[C:3]([C:1]#[N:2])=[N:4][CH:5]=[CH:6][CH:7]=1. (3) Given the reactants [Cl:1][C:2]1[CH:10]=[C:9]([NH:11][C:12]([C:14]2[CH:22]=[C:21]3[C:17]([CH2:18][CH2:19][N:20]3S(C3C=CC=C(C(F)(F)F)C=3)(=O)=O)=[C:16]([O:36][CH3:37])[CH:15]=2)=[O:13])[CH:8]=[CH:7][C:3]=1[C:4]([OH:6])=[O:5].[CH3:38]OC(=O)C1C=CC(N)=CC=1Cl, predict the reaction product. The product is: [CH3:38][O:6][C:4](=[O:5])[C:3]1[CH:7]=[CH:8][C:9]([NH:11][C:12]([C:14]2[CH:22]=[C:21]3[C:17]([CH2:18][CH2:19][NH:20]3)=[C:16]([O:36][CH3:37])[CH:15]=2)=[O:13])=[CH:10][C:2]=1[Cl:1]. (4) Given the reactants Cl.NO.C([N:7](CC)C(C)C)(C)C.[Br:13][C:14]1[C:15]([NH:20][C:21]([NH:23]C(=O)OCC)=S)=[N:16][CH:17]=[CH:18][CH:19]=1, predict the reaction product. The product is: [Br:13][C:14]1[C:15]2[N:16]([N:7]=[C:21]([NH2:23])[N:20]=2)[CH:17]=[CH:18][CH:19]=1. (5) Given the reactants O1[C:5]2([CH2:15][CH2:14][C:8]3([CH2:12][C:11](=[O:13])[NH:10][CH2:9]3)[CH2:7][CH2:6]2)[O:4]CC1.O.C1(C)C=CC(S([O-])(=O)=O)=CC=1.[NH+]1C=CC=CC=1, predict the reaction product. The product is: [CH2:9]1[C:8]2([CH2:7][CH2:6][C:5](=[O:4])[CH2:15][CH2:14]2)[CH2:12][C:11](=[O:13])[NH:10]1. (6) Given the reactants [C:1]([O:5][C:6]([N:8]1[CH2:13][CH2:12][N:11]([C:14]2[CH:19]=[CH:18][C:17]([N+:20]([O-])=O)=[C:16]([NH2:23])[CH:15]=2)[CH2:10][CH2:9]1)=[O:7])([CH3:4])([CH3:3])[CH3:2].CC(O)=O.C([O-])(O)=O.[Na+].CC(=O)OCC, predict the reaction product. The product is: [NH2:23][C:16]1[CH:15]=[C:14]([N:11]2[CH2:12][CH2:13][N:8]([C:6]([O:5][C:1]([CH3:4])([CH3:3])[CH3:2])=[O:7])[CH2:9][CH2:10]2)[CH:19]=[CH:18][C:17]=1[NH2:20]. (7) Given the reactants C[O:2][C:3](=[O:17])[C:4]1[CH:9]=[CH:8][C:7]([CH:10]2[CH2:15][CH2:14][CH2:13][CH2:12][CH2:11]2)=[C:6]([F:16])[CH:5]=1.O.Cl.C(Cl)(Cl)Cl, predict the reaction product. The product is: [CH:10]1([C:7]2[CH:8]=[CH:9][C:4]([C:3]([OH:17])=[O:2])=[CH:5][C:6]=2[F:16])[CH2:11][CH2:12][CH2:13][CH2:14][CH2:15]1.